Dataset: Reaction yield outcomes from USPTO patents with 853,638 reactions. Task: Predict the reaction yield, written as a fraction of the theoretical maximum amount of product (1.0 means a 100% yield; for example, 0.34 means a 34% yield). (1) The reactants are [C:1]([Cl:5])(Cl)(Cl)[Cl:2].[Cl:6][C:7]1[CH:12]=[CH:11][C:10]([C:13](=O)[C:14]([O:16][CH2:17][CH3:18])=[O:15])=[C:9]([F:20])[CH:8]=1.C1(P(C2C=CC=CC=2)C2C=CC=CC=2)C=CC=CC=1.O. The catalyst is ClCCl. The product is [Cl:2][C:1]([Cl:5])=[C:13]([C:10]1[CH:11]=[CH:12][C:7]([Cl:6])=[CH:8][C:9]=1[F:20])[C:14]([O:16][CH2:17][CH3:18])=[O:15]. The yield is 1.00. (2) The reactants are [F:1][C:2]1[CH:7]=[CH:6][C:5]([CH:8]2[CH:17]([C:18]3[N:19]([CH3:25])[C:20]([CH3:24])=[C:21]([CH3:23])[N:22]=3)[C:16](=O)[C:15]3[C:14]([C:27]([O:29]CC)=O)=[CH:13][CH:12]=[CH:11][C:10]=3[NH:9]2)=[CH:4][CH:3]=1.O.[NH2:33][NH2:34]. The catalyst is CO. The product is [F:1][C:2]1[CH:3]=[CH:4][C:5]([CH:8]2[NH:9][C:10]3[C:15]4[C:16](=[N:33][NH:34][C:27](=[O:29])[C:14]=4[CH:13]=[CH:12][CH:11]=3)[CH:17]2[C:18]2[N:19]([CH3:25])[C:20]([CH3:24])=[C:21]([CH3:23])[N:22]=2)=[CH:6][CH:7]=1. The yield is 0.650. (3) The reactants are [NH2:1][C:2]1[CH:9]=[CH:8][CH:7]=[CH:6][C:3]=1[C:4]#[N:5].P(=O)(O)(O)O.[N+]([O-])(O)=O.[N:19]([O-])=O.[Na+].C([O-])(=O)C.[K+].[C:28]([CH2:31][C:32](=[O:34])[CH3:33])(=[O:30])[CH3:29]. The catalyst is O.C(O)C. The product is [C:28]([C:31](=[N:19][NH:1][C:2]1[CH:9]=[CH:8][CH:7]=[CH:6][C:3]=1[C:4]#[N:5])[C:32](=[O:34])[CH3:33])(=[O:30])[CH3:29]. The yield is 0.410. (4) The yield is 0.900. The product is [NH2:1][C:2]1[NH:3][C:4](=[S:32])[C:5]2[S:10][C:9](=[O:11])[N:8]([C@@H:12]3[O:24][C@H:23]([CH2:25][O:26][C:27](=[O:29])[CH3:28])[C@@H:18]([O:19][C:20](=[O:22])[CH3:21])[C@H:13]3[O:14][C:15](=[O:17])[CH3:16])[C:6]=2[N:7]=1. The catalyst is N1C=CC=CC=1. The reactants are [NH2:1][C:2]1[NH:3][C:4](=O)[C:5]2[S:10][C:9](=[O:11])[N:8]([C@@H:12]3[O:24][C@H:23]([CH2:25][O:26][C:27](=[O:29])[CH3:28])[C@@H:18]([O:19][C:20](=[O:22])[CH3:21])[C@H:13]3[O:14][C:15](=[O:17])[CH3:16])[C:6]=2[N:7]=1.P12(SP3(SP(SP(S3)(S1)=S)(=S)S2)=S)=[S:32]. (5) The reactants are [OH:1][C:2]12[CH2:15][CH:14]([CH3:16])[CH2:13][C:12](=[O:17])[CH:11]1[CH2:10][CH2:9][CH2:8][CH2:7][CH2:6][CH2:5][CH2:4][CH2:3]2.[CH:18]([O:20][CH2:21][CH3:22])=[CH2:19].C1(C)C=CC(S([O-])(=O)=O)=CC=1.[NH+]1C=CC=CC=1. The product is [CH2:18]([O:20][CH:21]([O:1][C:2]12[CH2:15][CH:14]([CH3:16])[CH2:13][C:12](=[O:17])[CH:11]1[CH2:10][CH2:9][CH2:8][CH2:7][CH2:6][CH2:5][CH2:4][CH2:3]2)[CH3:22])[CH3:19]. The catalyst is CCCCC.C(OCC)C. The yield is 0.610. (6) The reactants are [N+:1]([C:4]1[CH:9]=[CH:8][C:7]([N:10]2[CH2:15][CH2:14][C:13](=[O:16])[CH2:12][CH2:11]2)=[CH:6][CH:5]=1)([O-])=O. The catalyst is CO.[Pd]. The product is [NH2:1][C:4]1[CH:9]=[CH:8][C:7]([N:10]2[CH2:11][CH2:12][C:13](=[O:16])[CH2:14][CH2:15]2)=[CH:6][CH:5]=1. The yield is 0.570. (7) The reactants are Br[C:2](Br)=[CH:3][C:4]1[S:8][C:7]2[CH:9]=[CH:10][CH:11]=[CH:12][C:6]=2[CH:5]=1.[N:14]1([C:20]([O:22][C:23]([CH3:26])([CH3:25])[CH3:24])=[O:21])[CH2:19][CH2:18][NH:17][CH2:16][CH2:15]1.[OH-:27].[K+]. The catalyst is O1CCCC1.O. The product is [S:8]1[C:7]2[CH:9]=[CH:10][CH:11]=[CH:12][C:6]=2[CH:5]=[C:4]1[CH2:3][CH:2]([N:17]1[CH2:18][CH2:19][N:14]([C:20]([O:22][C:23]([CH3:26])([CH3:25])[CH3:24])=[O:21])[CH2:15][CH2:16]1)[OH:27]. The yield is 0.650. (8) The reactants are CO[C:3]([C:5]1[CH:10]=[CH:9][C:8](=[O:11])[N:7]([CH3:12])[C:6]=1[NH:13][C:14]1[CH:19]=[CH:18][C:17]([CH3:20])=[CH:16][C:15]=1[F:21])=[O:4].[CH:22]([O:24][CH2:25][CH2:26][O:27][NH2:28])=[CH2:23].C[Si]([N-][Si](C)(C)C)(C)C.[Li+]. The catalyst is C1COCC1. The product is [CH:22]([O:24][CH2:25][CH2:26][O:27][NH:28][C:3]([C:5]1[CH:10]=[CH:9][C:8](=[O:11])[N:7]([CH3:12])[C:6]=1[NH:13][C:14]1[CH:19]=[CH:18][C:17]([CH3:20])=[CH:16][C:15]=1[F:21])=[O:4])=[CH2:23]. The yield is 0.770.